This data is from Reaction yield outcomes from USPTO patents with 853,638 reactions. The task is: Predict the reaction yield, written as a fraction of the theoretical maximum amount of product (1.0 means a 100% yield; for example, 0.34 means a 34% yield). (1) The reactants are Cl.[CH3:2][O:3][C@:4]12[CH2:21][C@H:20]([O:22]C(=O)C)[CH2:19][CH2:18][C@:17]1([CH3:26])[C@@H:16]1[C@H:7]([C@H:8]3[C@@:12]([CH2:14][CH2:15]1)([CH3:13])[C@@H:11]([O:27]C(=O)C)[CH2:10][CH2:9]3)[CH2:6][C:5]2=[O:31].C(=O)([O-])[O-].[K+].[K+]. The catalyst is CO.C(Cl)(Cl)Cl. The product is [CH3:2][O:3][C@:4]12[CH2:21][C@H:20]([OH:22])[CH2:19][CH2:18][C@:17]1([CH3:26])[C@@H:16]1[C@H:7]([C@H:8]3[C@@:12]([CH2:14][CH2:15]1)([CH3:13])[C@@H:11]([OH:27])[CH2:10][CH2:9]3)[CH2:6][C:5]2=[O:31]. The yield is 0.540. (2) The reactants are C([O:8][C:9]1[CH:17]=[C:16]([O:18]CC2C=CC=CC=2)[C:15]([CH:26]([CH3:28])[CH3:27])=[CH:14][C:10]=1[C:11](O)=O)C1C=CC=CC=1.C(Cl)(=O)C(Cl)=O.C[N:36]([CH:38]=[O:39])C.[CH3:40][O:41][C:42]1[CH:47]=[CH:46][C:45]([NH2:48])=[CH:44][C:43]=1[N:49]([CH3:53])[CH2:50][CH2:51][CH3:52].C([N:56](CC)CC)C. The catalyst is ClCCl.C1COCC1.O.C(OCC)(=O)C. The product is [OH:39][C:38]1[N:48]([C:45]2[CH:46]=[CH:47][C:42]([O:41][CH3:40])=[C:43]([N:49]([CH3:53])[CH2:50][CH2:51][CH3:52])[CH:44]=2)[C:11]([C:10]2[CH:14]=[C:15]([CH:26]([CH3:27])[CH3:28])[C:16]([OH:18])=[CH:17][C:9]=2[OH:8])=[N:56][N:36]=1. The yield is 0.930. (3) The reactants are [CH3:1][C:2]1[NH:6][N:5]=[C:4]([C:7]2[O:11][N:10]=[C:9]([C:12]3[CH:17]=[CH:16][C:15]([O:18][C:19]([F:22])([F:21])[F:20])=[CH:14][CH:13]=3)[N:8]=2)[N:3]=1.Cl[CH2:24][C:25]1[CH:30]=[CH:29][N:28]=[C:27]([N:31]2[CH2:36][CH2:35][N:34]([C:37]([O:39][CH2:40][C:41]3[CH:46]=[CH:45][CH:44]=[CH:43][CH:42]=3)=[O:38])[CH2:33][CH2:32]2)[CH:26]=1.C([O-])([O-])=O.[Cs+].[Cs+]. The catalyst is CN(C=O)C.O. The product is [CH3:1][C:2]1[N:6]([CH2:24][C:25]2[CH:30]=[CH:29][N:28]=[C:27]([N:31]3[CH2:32][CH2:33][N:34]([C:37]([O:39][CH2:40][C:41]4[CH:46]=[CH:45][CH:44]=[CH:43][CH:42]=4)=[O:38])[CH2:35][CH2:36]3)[CH:26]=2)[N:5]=[C:4]([C:7]2[O:11][N:10]=[C:9]([C:12]3[CH:13]=[CH:14][C:15]([O:18][C:19]([F:22])([F:20])[F:21])=[CH:16][CH:17]=3)[N:8]=2)[N:3]=1.[CH3:1][C:2]1[N:3]=[C:4]([C:7]2[O:11][N:10]=[C:9]([C:12]3[CH:13]=[CH:14][C:15]([O:18][C:19]([F:22])([F:20])[F:21])=[CH:16][CH:17]=3)[N:8]=2)[N:5]([CH2:24][C:25]2[CH:30]=[CH:29][N:28]=[C:27]([N:31]3[CH2:32][CH2:33][N:34]([C:37]([O:39][CH2:40][C:41]4[CH:46]=[CH:45][CH:44]=[CH:43][CH:42]=4)=[O:38])[CH2:35][CH2:36]3)[CH:26]=2)[N:6]=1. The yield is 0.560. (4) The reactants are [CH:1]1(/[C:6](/[N:10]2[CH:14]=[C:13]([C:15]3[C:16]4[CH:23]=[CH:22][N:21](COCC[Si](C)(C)C)[C:17]=4[N:18]=[CH:19][N:20]=3)[CH:12]=[N:11]2)=[CH:7]/[C:8]#[N:9])[CH2:5][CH2:4][CH2:3][CH2:2]1. The catalyst is C(Cl)Cl.C(O)(C(F)(F)F)=O. The product is [CH:1]1(/[C:6](/[N:10]2[CH:14]=[C:13]([C:15]3[C:16]4[CH:23]=[CH:22][NH:21][C:17]=4[N:18]=[CH:19][N:20]=3)[CH:12]=[N:11]2)=[CH:7]/[C:8]#[N:9])[CH2:5][CH2:4][CH2:3][CH2:2]1. The yield is 0.760. (5) The reactants are [C:1]([C:5]1[CH:10]=[CH:9][C:8]([NH2:11])=[CH:7][CH:6]=1)([CH3:4])([CH3:3])[CH3:2].[N+:12]([O-])([O-:14])=[O:13].[K+].C([O-])(O)=O.[Na+]. The catalyst is OS(O)(=O)=O. The product is [C:1]([C:5]1[CH:6]=[CH:7][C:8]([NH2:11])=[CH:9][C:10]=1[N+:12]([O-:14])=[O:13])([CH3:4])([CH3:2])[CH3:3]. The yield is 0.770. (6) The reactants are C([O:5][C:6]([C:8]1[C:9]([N:28]([CH2:31][CH3:32])[CH2:29][CH3:30])=[N:10][C:11]2[C:16]([C:17]=1[C:18]1[CH:23]=[CH:22][CH:21]=[C:20]([CH:24]([CH3:26])[CH3:25])[CH:19]=1)=[CH:15][C:14]([Cl:27])=[CH:13][CH:12]=2)=[O:7])(C)(C)C.Cl. The catalyst is O1CCOCC1.CCOC(C)=O. The product is [Cl:27][C:14]1[CH:15]=[C:16]2[C:11](=[CH:12][CH:13]=1)[N:10]=[C:9]([N:28]([CH2:31][CH3:32])[CH2:29][CH3:30])[C:8]([C:6]([OH:7])=[O:5])=[C:17]2[C:18]1[CH:23]=[CH:22][CH:21]=[C:20]([CH:24]([CH3:26])[CH3:25])[CH:19]=1. The yield is 0.840. (7) The reactants are [F:1][C:2]1[CH:7]=[CH:6][C:5]([C:8]2[N:9]=[C:10]([NH2:22])[N:11]=[N:12][C:13]=2[C:14]2[CH:19]=[C:18]([CH3:20])[N:17]=[C:16](Cl)[CH:15]=2)=[CH:4][CH:3]=1.[NH:23]1[CH2:26][CH2:25][CH2:24]1. No catalyst specified. The product is [N:23]1([C:16]2[CH:15]=[C:14]([C:13]3[N:12]=[N:11][C:10]([NH2:22])=[N:9][C:8]=3[C:5]3[CH:6]=[CH:7][C:2]([F:1])=[CH:3][CH:4]=3)[CH:19]=[C:18]([CH3:20])[N:17]=2)[CH2:26][CH2:25][CH2:24]1. The yield is 0.0400. (8) The reactants are B(Br)(Br)Br.C([NH:9][S:10]([C:13]1[C:14]([S:19]([NH:22]C(C)(C)C)(=[O:21])=[O:20])=[CH:15][CH:16]=[CH:17][CH:18]=1)(=[O:12])=[O:11])(C)(C)C. The catalyst is ClCCl. The product is [C:14]1([S:19]([NH2:22])(=[O:21])=[O:20])[C:13]([S:10]([NH2:9])(=[O:12])=[O:11])=[CH:18][CH:17]=[CH:16][CH:15]=1. The yield is 0.950.